This data is from NCI-60 drug combinations with 297,098 pairs across 59 cell lines. The task is: Regression. Given two drug SMILES strings and cell line genomic features, predict the synergy score measuring deviation from expected non-interaction effect. (1) Drug 1: CCCCCOC(=O)NC1=NC(=O)N(C=C1F)C2C(C(C(O2)C)O)O. Drug 2: CS(=O)(=O)OCCCCOS(=O)(=O)C. Cell line: CAKI-1. Synergy scores: CSS=-3.27, Synergy_ZIP=0.777, Synergy_Bliss=4.32, Synergy_Loewe=-7.66, Synergy_HSA=-5.46. (2) Drug 1: CC1=CC2C(CCC3(C2CCC3(C(=O)C)OC(=O)C)C)C4(C1=CC(=O)CC4)C. Drug 2: CC1CCC2CC(C(=CC=CC=CC(CC(C(=O)C(C(C(=CC(C(=O)CC(OC(=O)C3CCCCN3C(=O)C(=O)C1(O2)O)C(C)CC4CCC(C(C4)OC)OCCO)C)C)O)OC)C)C)C)OC. Cell line: TK-10. Synergy scores: CSS=10.8, Synergy_ZIP=-4.99, Synergy_Bliss=-3.21, Synergy_Loewe=-21.7, Synergy_HSA=-6.87. (3) Drug 1: CS(=O)(=O)C1=CC(=C(C=C1)C(=O)NC2=CC(=C(C=C2)Cl)C3=CC=CC=N3)Cl. Drug 2: C(CN)CNCCSP(=O)(O)O. Cell line: HCC-2998. Synergy scores: CSS=-5.46, Synergy_ZIP=-2.50, Synergy_Bliss=-6.94, Synergy_Loewe=-15.6, Synergy_HSA=-8.75. (4) Drug 1: CC(C)(C#N)C1=CC(=CC(=C1)CN2C=NC=N2)C(C)(C)C#N. Drug 2: B(C(CC(C)C)NC(=O)C(CC1=CC=CC=C1)NC(=O)C2=NC=CN=C2)(O)O. Cell line: EKVX. Synergy scores: CSS=12.4, Synergy_ZIP=5.28, Synergy_Bliss=7.53, Synergy_Loewe=1.80, Synergy_HSA=1.50.